This data is from Forward reaction prediction with 1.9M reactions from USPTO patents (1976-2016). The task is: Predict the product of the given reaction. Given the reactants [NH2:1][C@H:2]([C:7]([OH:9])=[O:8])[CH2:3][C:4](=[O:6])[NH2:5].[CH:10](=[O:16])[CH2:11][CH2:12][CH2:13][CH2:14][CH3:15].[C:17](Cl)(=O)[CH2:18][CH2:19][CH2:20][CH2:21][CH3:22], predict the reaction product. The product is: [C:10]([N:1]1[CH:2]([C:7]([OH:9])=[O:8])[CH2:3][C:4](=[O:6])[NH:5][CH:17]1[CH2:18][CH2:19][CH2:20][CH2:21][CH3:22])(=[O:16])[CH2:11][CH2:12][CH2:13][CH2:14][CH3:15].